The task is: Predict which catalyst facilitates the given reaction.. This data is from Catalyst prediction with 721,799 reactions and 888 catalyst types from USPTO. (1) Reactant: [CH:1]1([N:4]2[CH2:9][CH2:8][N:7]([C:10]3[S:11][C:12]4[CH:18]=[C:17]([CH2:19][NH:20][S:21]([CH2:24][CH2:25][CH2:26]Cl)(=[O:23])=[O:22])[CH:16]=[CH:15][C:13]=4[N:14]=3)[CH2:6][CH2:5]2)[CH2:3][CH2:2]1.[OH-].[K+]. Product: [CH:1]1([N:4]2[CH2:9][CH2:8][N:7]([C:10]3[S:11][C:12]4[CH:18]=[C:17]([CH2:19][N:20]5[CH2:26][CH2:25][CH2:24][S:21]5(=[O:23])=[O:22])[CH:16]=[CH:15][C:13]=4[N:14]=3)[CH2:6][CH2:5]2)[CH2:3][CH2:2]1. The catalyst class is: 14. (2) Reactant: [F:1][C:2]([F:43])([F:42])[C@H:3]([N:29]1[CH2:33][CH2:32][C@H:31]([NH:34][C:35](=[O:41])[O:36][C:37]([CH3:40])([CH3:39])[CH3:38])[CH2:30]1)[C:4]1[CH:5]=[N:6][C:7]([NH:10]/[N:11]=[CH:12]/[C:13]2[CH:22]=[CH:21][C:20]3[C:15](=[C:16]([CH3:28])[C:17]([O:23][CH2:24][CH2:25][O:26][CH3:27])=[CH:18][CH:19]=3)[N:14]=2)=[CH:8][CH:9]=1.C(O)(=O)C.C(O)(=O)C.I(C1C=CC=CC=1)=O. Product: [F:43][C:2]([F:42])([F:1])[C@H:3]([N:29]1[CH2:33][CH2:32][C@H:31]([NH:34][C:35](=[O:41])[O:36][C:37]([CH3:40])([CH3:38])[CH3:39])[CH2:30]1)[C:4]1[CH:9]=[CH:8][C:7]2[N:6]([C:12]([C:13]3[CH:22]=[CH:21][C:20]4[C:15](=[C:16]([CH3:28])[C:17]([O:23][CH2:24][CH2:25][O:26][CH3:27])=[CH:18][CH:19]=4)[N:14]=3)=[N:11][N:10]=2)[CH:5]=1. The catalyst class is: 2. (3) Reactant: C(OC1C=C(C=CC=1)CN(C1C=CC(C#N)=CC=1)N1C=NN=C1)C1C=CC=CC=1.[H-].[Na+].[C:32]([C:34]1[CH:39]=[CH:38][C:37]([NH:40][N:41]2[CH:45]=[N:44][N:43]=[CH:42]2)=[CH:36][CH:35]=1)#[N:33].[C:46]([O:54][C:55]1[CH:56]=[C:57]([CH:60]=[CH:61][C:62]=1[Cl:63])[CH2:58]Br)(=[O:53])[C:47]1[CH:52]=[CH:51][CH:50]=[CH:49][CH:48]=1. Product: [C:46]([O:54][C:55]1[CH:56]=[C:57]([CH:60]=[CH:61][C:62]=1[Cl:63])[CH2:58][N:40]([C:37]1[CH:36]=[CH:35][C:34]([C:32]#[N:33])=[CH:39][CH:38]=1)[N:41]1[CH:42]=[N:43][N:44]=[CH:45]1)(=[O:53])[C:47]1[CH:52]=[CH:51][CH:50]=[CH:49][CH:48]=1. The catalyst class is: 31. (4) The catalyst class is: 9. Product: [CH2:16]([N:6]1[C:7]2[C:12](=[CH:11][CH:10]=[CH:9][CH:8]=2)[C:4]([CH3:3])=[CH:5]1)[CH3:17]. Reactant: [H-].[Na+].[CH3:3][C:4]1[C:12]2[C:7](=[CH:8][CH:9]=[CH:10][CH:11]=2)[NH:6][CH:5]=1.[H][H].I[CH2:16][CH3:17]. (5) Reactant: [CH3:1][S:2]([OH:5])(=[O:4])=[O:3].[CH3:6][C:7]1([CH3:28])[C:11](=[O:12])[C:10]([C:13]2[CH:18]=[CH:17][C:16]([O:19][CH2:20][C:21]3[CH:26]=[CH:25][C:24]([CH3:27])=[CH:23][N:22]=3)=[CH:15][CH:14]=2)=[CH:9][O:8]1. Product: [CH3:1][S:2]([OH:5])(=[O:4])=[O:3].[CH3:20][O:19][C:16]1[CH:17]=[CH:18][C:13]([C:9]2[O:8][C:7]([CH3:28])([CH3:6])[C:11](=[O:12])[C:10]=2[C:13]2[CH:14]=[CH:15][C:16]([O:19][CH2:20][C:21]3[CH:26]=[CH:25][C:24]([CH3:27])=[CH:23][N:22]=3)=[CH:17][CH:18]=2)=[CH:14][CH:15]=1. The catalyst class is: 343. (6) Reactant: [CH2:1]([O:3][C:4](=[O:24])[CH2:5][C:6]1[C:7]2[CH:14]=[CH:13][C:12](B3OC(C)(C)C(C)(C)O3)=[CH:11][C:8]=2[S:9][CH:10]=1)[CH3:2].Br[C:26]1[CH:49]=[CH:48][C:29]([O:30][CH2:31][C:32]2[N:36]([C:37]3[C:42]([Cl:43])=[CH:41][CH:40]=[CH:39][C:38]=3[Cl:44])[N:35]=[CH:34][C:33]=2[CH:45]([CH3:47])[CH3:46])=[CH:28][C:27]=1[CH3:50].N#N.C1(P(C2CCCCC2)C2(OC)CC=CC(OC)=C2C2C=CC=CC=2)CCCCC1.P([O-])([O-])([O-])=O.[K+].[K+].[K+]. Product: [CH2:1]([O:3][C:4](=[O:24])[CH2:5][C:6]1[C:7]2[CH:14]=[CH:13][C:12]([C:26]3[CH:49]=[CH:48][C:29]([O:30][CH2:31][C:32]4[N:36]([C:37]5[C:42]([Cl:43])=[CH:41][CH:40]=[CH:39][C:38]=5[Cl:44])[N:35]=[CH:34][C:33]=4[CH:45]([CH3:46])[CH3:47])=[CH:28][C:27]=3[CH3:50])=[CH:11][C:8]=2[S:9][CH:10]=1)[CH3:2]. The catalyst class is: 222.